Dataset: Forward reaction prediction with 1.9M reactions from USPTO patents (1976-2016). Task: Predict the product of the given reaction. (1) Given the reactants [OH-].[Na+].CO.C([O:7][C:8]([C:10]1[C:14]([C:15]2[CH:20]=[CH:19][CH:18]=[CH:17][C:16]=2[Cl:21])=[CH:13][S:12][C:11]=1[N:22]1[C:30](=[O:31])[C:29]2[C:24](=[CH:25][CH:26]=[CH:27][CH:28]=2)[C:23]1=[O:32])=[O:9])C.Cl, predict the reaction product. The product is: [Cl:21][C:16]1[CH:17]=[CH:18][CH:19]=[CH:20][C:15]=1[C:14]1[C:10]([C:8]([OH:9])=[O:7])=[C:11]([N:22]2[C:30](=[O:31])[C:29]3[C:24](=[CH:25][CH:26]=[CH:27][CH:28]=3)[C:23]2=[O:32])[S:12][CH:13]=1. (2) Given the reactants [Cl-].[Al+3].[Cl-].[Cl-].[C:5](Cl)(=[O:7])[CH3:6].[Cl:9][C:10]1[N:11]=[CH:12][C:13]2[CH:18]=[CH:17][N:16]([CH:19]3[CH2:23][CH2:22][CH2:21][CH2:20]3)[C:14]=2[N:15]=1.C(=O)(O)[O-].[Na+], predict the reaction product. The product is: [Cl:9][C:10]1[N:11]=[CH:12][C:13]2[C:18]([C:5](=[O:7])[CH3:6])=[CH:17][N:16]([CH:19]3[CH2:23][CH2:22][CH2:21][CH2:20]3)[C:14]=2[N:15]=1. (3) Given the reactants [N+:1]([C:4]1[CH:5]=[C:6]([CH:22]=[CH:23][C:24]=1[N+:25]([O-])=O)[NH:7][C:8](=[O:21])[C:9]1[CH:14]=[CH:13][C:12]([N:15]2[CH2:20][CH2:19][O:18][CH2:17][CH2:16]2)=[CH:11][CH:10]=1)([O-])=O.[CH3:28][N:29]1[CH2:34][CH2:33][N:32]([C:35]2[CH:42]=[CH:41][C:38]([CH:39]=O)=[CH:37][CH:36]=2)[CH2:31][CH2:30]1, predict the reaction product. The product is: [CH3:28][N:29]1[CH2:34][CH2:33][N:32]([C:35]2[CH:42]=[CH:41][C:38]([C:39]3[NH:25][C:24]4[CH:23]=[CH:22][C:6]([NH:7][C:8](=[O:21])[C:9]5[CH:14]=[CH:13][C:12]([N:15]6[CH2:20][CH2:19][O:18][CH2:17][CH2:16]6)=[CH:11][CH:10]=5)=[CH:5][C:4]=4[N:1]=3)=[CH:37][CH:36]=2)[CH2:31][CH2:30]1. (4) The product is: [CH2:1]([O:3][C:4]([N:6]1[CH2:7][CH2:8][N:9]([C:23](=[O:25])[C@@H:13]([NH:12][C:26]([O:28][CH2:29][C:30]2[CH:35]=[CH:34][CH:33]=[CH:32][CH:31]=2)=[O:27])[CH2:14][CH2:15][C:16]([O:17][C:18]([CH3:19])([CH3:20])[CH3:21])=[O:22])[CH:10]([CH2:39][CH3:40])[CH2:11]1)=[O:5])[CH3:2]. Given the reactants [CH2:1]([O:3][C:4]([N:6]1[CH2:11][CH2:10][NH:9][CH2:8][CH2:7]1)=[O:5])[CH3:2].[NH:12]([C:26]([O:28][CH2:29][C:30]1[CH:35]=[CH:34][CH:33]=[CH:32][CH:31]=1)=[O:27])[C@H:13]([C:23]([OH:25])=O)[CH2:14][CH2:15][C:16](=[O:22])[O:17][C:18]([CH3:21])([CH3:20])[CH3:19].C(Cl)Cl.[CH2:39]1COC[CH2:40]1, predict the reaction product. (5) Given the reactants [CH2:1]([O:5][CH2:6][CH2:7][O:8][C:9]1[CH:14]=[CH:13][C:12]([C:15]2[CH:16]=[CH:17][C:18]3[N:24]([CH2:25][CH:26]4[CH2:28][CH2:27]4)[CH2:23][CH2:22][C:21]([C:29](O)=[O:30])=[CH:20][C:19]=3[CH:32]=2)=[CH:11][CH:10]=1)[CH2:2][CH2:3][CH3:4].CN(C=O)C.C(Cl)(=O)C(Cl)=O.[CH2:44]([N:47]1[C:51]([CH2:52][S:53]([C:55]2[CH:61]=[CH:60][C:58]([NH2:59])=[CH:57][CH:56]=2)=[O:54])=[CH:50][N:49]=[CH:48]1)[CH2:45][CH3:46], predict the reaction product. The product is: [CH2:1]([O:5][CH2:6][CH2:7][O:8][C:9]1[CH:10]=[CH:11][C:12]([C:15]2[CH:16]=[CH:17][C:18]3[N:24]([CH2:25][CH:26]4[CH2:28][CH2:27]4)[CH2:23][CH2:22][C:21]([C:29]([NH:59][C:58]4[CH:57]=[CH:56][C:55]([S:53]([CH2:52][C:51]5[N:47]([CH2:44][CH2:45][CH3:46])[CH:48]=[N:49][CH:50]=5)=[O:54])=[CH:61][CH:60]=4)=[O:30])=[CH:20][C:19]=3[CH:32]=2)=[CH:13][CH:14]=1)[CH2:2][CH2:3][CH3:4].